This data is from Reaction yield outcomes from USPTO patents with 853,638 reactions. The task is: Predict the reaction yield, written as a fraction of the theoretical maximum amount of product (1.0 means a 100% yield; for example, 0.34 means a 34% yield). (1) The reactants are [Cl:1][C:2]1[CH:7]=[C:6]([NH:8][C:9]2[C:10]([CH:30]3[CH2:32][CH2:31]3)=[N:11][C:12]([N:17]3[CH2:22][CH2:21][N:20]([C:23](=[O:28])[CH2:24][CH2:25][O:26][CH3:27])[C@H:19]([CH3:29])[CH2:18]3)=[C:13]([CH:16]=2)[C:14]#[N:15])[CH:5]=[CH:4][N:3]=1.I[CH3:34].[H-].[Na+]. The catalyst is C1COCC1. The product is [Cl:1][C:2]1[CH:7]=[C:6]([N:8]([CH3:34])[C:9]2[C:10]([CH:30]3[CH2:32][CH2:31]3)=[N:11][C:12]([N:17]3[CH2:22][CH2:21][N:20]([C:23](=[O:28])[CH2:24][CH2:25][O:26][CH3:27])[C@H:19]([CH3:29])[CH2:18]3)=[C:13]([CH:16]=2)[C:14]#[N:15])[CH:5]=[CH:4][N:3]=1. The yield is 0.503. (2) The reactants are S(=O)(=O)(O)O.O.[CH3:7][N:8]([CH3:26])[S:9]([C:12]1[C:20]2[O:19]C(C(C)(C)C)=[N:17][C:16]=2[CH:15]=[CH:14][C:13]=1[Cl:25])(=[O:11])=[O:10]. The catalyst is O1CCOCC1. The product is [NH2:17][C:16]1[C:20]([OH:19])=[C:12]([S:9]([N:8]([CH3:7])[CH3:26])(=[O:10])=[O:11])[C:13]([Cl:25])=[CH:14][CH:15]=1. The yield is 0.960.